Dataset: Experimentally validated miRNA-target interactions with 360,000+ pairs, plus equal number of negative samples. Task: Binary Classification. Given a miRNA mature sequence and a target amino acid sequence, predict their likelihood of interaction. (1) The miRNA is hsa-miR-6764-5p with sequence UCCCAGGGUCUGGUCAGAGUUG. The protein sequence of the target gene is MNLQAQPKAQNKRKRCLFGGQEPAPKEQPPPLQPPQQSIRVKEEQYLGHEGPGGAVSTSQPVELPPPSSLALLNSVVYGPERTSAAMLSQQVASVKWPNSVMAPGRGPERGGGGGVSDSSWQQQPGQPPPHSTWNCHSLSLYSATKGSPHPGVGVPTYYNHPEALKREKAGGPQLDRYVRPMMPQKVQLEVGRPQAPLNSFHAAKKPPNQSLPLQPFQLAFGHQVNRQVFRQGPPPPNPVAAFPPQKQQQQQQPQQQQQQQQAALPQMPLFENFYSMPQQPSQQPQDFGLQPAGPLGQSH.... Result: 1 (interaction). (2) The miRNA is hsa-miR-1471 with sequence GCCCGCGUGUGGAGCCAGGUGU. The protein sequence of the target gene is MAEQLLPQALYLSNMRKAVKIRERTPEDIFKPTNGIIYHFKTMHRYTLEMFRTCQFCPQFREIIHKALIDRSVQASLESQKKLNWCREVRKLVALKTNGDGNCLMHAACQYMWGVQDTDLVLRKALCSTLKETDTRNFKFRWQLESLKSQEFVETGLCYDTRNWNDEWDNLVKMASADTPAARSGLQYNSLEEIHIFVLSNILRRPIIVISDKMLRSLESGSNFAPLKVGGIYLPLHWPAQECYRYPIVLGYDSQHFVPLVTLKDSGPELRAVPLVNRDRGRFEDLKVHFLTDPENEMKE.... Result: 0 (no interaction). (3) The miRNA is hsa-miR-196a-3p with sequence CGGCAACAAGAAACUGCCUGAG. The protein sequence of the target gene is MAHSKTRTNDGKITYPPGVKEISDKISKEEMVRRLKMVVKTFMDMDQDSEEEKELYLNLALHLASDFFLKHPDKDVRLLVACCLADIFRIYAPEAPYTSPDKLKDIFMFITRQLKGLEDTKSPQFNRYFYLLENIAWVKSYNICFELEDSNEIFTQLYRTLFSVINNGHNQKVHMHMVDLMSSIICEGDTVSQELLDTVLVNLVPAHKNLNKQAYDLAKALLKRTAQAIEPYITNFFNQVLMLGKTSISDLSEHVFDLILELYNIDSHLLLSVLPQLEFKLKSNDNEERLQVVKLLAKMF.... Result: 0 (no interaction). (4) The miRNA is hsa-miR-7162-5p with sequence UGCUUCCUUUCUCAGCUG. The protein sequence of the target gene is MAEKRHTRDSEAQRLPDSFKDSPSKGLGPCGWILVAFSFLFTVITFPISIWMCIKIIKEYERAIIFRLGRILQGGAKGPGLFFILPCTDSFIKVDMRTISFDIPPQEILTKDSVTISVDGVVYYRVQNATLAVANITNADSATRLLAQTTLRNVLGTKNLSQILSDREEIAHNMQSTLDDATDAWGIKVERVEIKDVKLPVQLQRAMAAEAEASREARAKVIAAEGEMNASRALKEASMVITESPAALQLRYLQTLTTIAAEKNSTIVFPLPIDMLQGIIGAKHSHLG. Result: 1 (interaction).